Dataset: Reaction yield outcomes from USPTO patents with 853,638 reactions. Task: Predict the reaction yield, written as a fraction of the theoretical maximum amount of product (1.0 means a 100% yield; for example, 0.34 means a 34% yield). (1) The reactants are [CH3:1][C:2]1([CH3:36])[O:6][CH:5]([CH2:7][O:8][C:9]2[CH:14]=[CH:13][C:12]([C:15]([C:20]3[CH:25]=[CH:24][C:23](OS(C(F)(F)F)(=O)=O)=[C:22]([CH3:34])[CH:21]=3)([CH2:18][CH3:19])[CH2:16][CH3:17])=[CH:11][C:10]=2[CH3:35])[CH2:4][O:3]1.[Br-].[CH2:38]([O:40][C:41](=[O:45])[CH2:42][CH2:43][Zn+])[CH3:39].CN(P(N(C)C)(N(C)C)=O)C.O. The catalyst is CN(C=O)C.C1C=CC([P]([Pd]([P](C2C=CC=CC=2)(C2C=CC=CC=2)C2C=CC=CC=2)([P](C2C=CC=CC=2)(C2C=CC=CC=2)C2C=CC=CC=2)[P](C2C=CC=CC=2)(C2C=CC=CC=2)C2C=CC=CC=2)(C2C=CC=CC=2)C2C=CC=CC=2)=CC=1. The product is [CH2:38]([O:40][C:41](=[O:45])[CH2:42][CH2:43][C:23]1[CH:24]=[CH:25][C:20]([C:15]([C:12]2[CH:13]=[CH:14][C:9]([O:8][CH2:7][CH:5]3[CH2:4][O:3][C:2]([CH3:36])([CH3:1])[O:6]3)=[C:10]([CH3:35])[CH:11]=2)([CH2:18][CH3:19])[CH2:16][CH3:17])=[CH:21][C:22]=1[CH3:34])[CH3:39]. The yield is 0.620. (2) The reactants are [F:1][CH:2]([F:38])[C:3]1[N:7]([C:8]2[N:13]=[C:12]([N:14]3[CH2:19][CH2:18][O:17][CH2:16][CH2:15]3)[N:11]=[C:10]([O:20][CH:21]3[CH2:26][CH2:25][N:24]([S:27]([CH:30]=[CH2:31])(=[O:29])=[O:28])[CH2:23][CH2:22]3)[N:9]=2)[C:6]2[CH:32]=[CH:33][CH:34]=[C:35]([O:36][CH3:37])[C:5]=2[N:4]=1.[CH3:39][S:40]([N:43]1[CH2:48][CH2:47][NH:46][CH2:45][CH2:44]1)(=[O:42])=[O:41]. No catalyst specified. The product is [F:38][CH:2]([F:1])[C:3]1[N:7]([C:8]2[N:9]=[C:10]([O:20][CH:21]3[CH2:22][CH2:23][N:24]([S:27]([CH2:30][CH2:31][N:46]4[CH2:47][CH2:48][N:43]([S:40]([CH3:39])(=[O:42])=[O:41])[CH2:44][CH2:45]4)(=[O:29])=[O:28])[CH2:25][CH2:26]3)[N:11]=[C:12]([N:14]3[CH2:15][CH2:16][O:17][CH2:18][CH2:19]3)[N:13]=2)[C:6]2[CH:32]=[CH:33][CH:34]=[C:35]([O:36][CH3:37])[C:5]=2[N:4]=1. The yield is 0.280. (3) The reactants are [CH2:1]([N:5]1[CH:9]=[CH:8][N:7]=[N:6]1)[CH2:2][CH:3]=[CH2:4].B1C2CCCC1CCC2.Br[C:20]1[CH:25]=[CH:24][C:23]([S:26]([CH2:29][C:30]2[N:31]=[C:32]([CH:35]=[CH:36][C:37]3[CH:42]=[CH:41][C:40]([S:43]([C:45]([F:48])([F:47])[F:46])=[O:44])=[CH:39][CH:38]=3)[O:33][CH:34]=2)(=[O:28])=[O:27])=[CH:22][CH:21]=1.C(=O)([O-])[O-].[Cs+].[Cs+]. The catalyst is C1COCC1.CN(C)C=O.C1C=CC(P(C2C=CC=CC=2)[C-]2C=CC=C2)=CC=1.C1C=CC(P(C2C=CC=CC=2)[C-]2C=CC=C2)=CC=1.Cl[Pd]Cl.[Fe+2].C(OCC)(=O)C. The product is [F:48][C:45]([F:46])([F:47])[S:43]([C:40]1[CH:39]=[CH:38][C:37]([CH:36]=[CH:35][C:32]2[O:33][CH:34]=[C:30]([CH2:29][S:26]([C:23]3[CH:22]=[CH:21][C:20]([CH2:4][CH2:3][CH2:2][CH2:1][N:5]4[CH:9]=[CH:8][N:7]=[N:6]4)=[CH:25][CH:24]=3)(=[O:27])=[O:28])[N:31]=2)=[CH:42][CH:41]=1)=[O:44]. The yield is 0.550. (4) The reactants are [Br:1][C:2]1[CH:19]=[CH:18][C:5]([O:6][CH2:7][CH:8]2[CH2:13][CH2:12][N:11]([CH2:14][CH:15](O)[CH3:16])[CH2:10][CH2:9]2)=[CH:4][CH:3]=1.COCCN(S(F)(F)[F:30])CCOC.C([O-])(O)=O.[Na+]. The catalyst is C(Cl)Cl. The product is [Br:1][C:2]1[CH:19]=[CH:18][C:5]([O:6][CH2:7][CH:8]2[CH2:13][CH2:12][N:11]([CH2:14][CH:15]([F:30])[CH3:16])[CH2:10][CH2:9]2)=[CH:4][CH:3]=1. The yield is 0.940. (5) The reactants are CC(OC([NH:8][C@H:9]([C:16]([NH:18][C@@H:19]([CH2:25][CH2:26][C:27]1[CH:32]=[CH:31][CH:30]=[CH:29][CH:28]=1)/[CH:20]=[CH:21]/[C:22]([OH:24])=O)=[O:17])[CH2:10][C:11]1[S:12][CH:13]=[CH:14][CH:15]=1)=O)(C)C.CN(C(O[N:41]1N=N[C:43]2[CH:44]=CC=N[C:42]1=2)=[N+](C)C)C.F[P-](F)(F)(F)(F)F.CCN(C(C)C)C(C)C.C(N)CC.[C:70]([OH:76])([C:72]([F:75])([F:74])[F:73])=[O:71]. The catalyst is CN(C=O)C.C(Cl)Cl. The product is [F:73][C:72]([F:75])([F:74])[C:70]([OH:76])=[O:71].[C:27]1([CH2:26][CH2:25][C@H:19]([NH:18][C:16](=[O:17])[C@H:9]([CH2:10][C:11]2[S:12][CH:13]=[CH:14][CH:15]=2)[NH2:8])/[CH:20]=[CH:21]/[C:22]([NH:41][CH2:42][CH2:43][CH3:44])=[O:24])[CH:28]=[CH:29][CH:30]=[CH:31][CH:32]=1. The yield is 0.710. (6) The reactants are [Cl-].O[NH3+:3].[C:4](=[O:7])([O-])[OH:5].[Na+].CS(C)=O.[CH:13]1([CH2:16][O:17][C:18]2[CH:23]=[CH:22][C:21]([N:24]3[C:29](=[O:30])[C:28]([CH2:31][C:32]4[CH:37]=[CH:36][C:35]([C:38]5[C:39]([C:44]#[N:45])=[CH:40][CH:41]=[CH:42][CH:43]=5)=[CH:34][CH:33]=4)=[C:27]([CH2:46][CH2:47][CH3:48])[N:26]=[C:25]3[CH3:49])=[CH:20][CH:19]=2)[CH2:15][CH2:14]1. The catalyst is O.C(OCC)(=O)C. The product is [CH:13]1([CH2:16][O:17][C:18]2[CH:19]=[CH:20][C:21]([N:24]3[C:29](=[O:30])[C:28]([CH2:31][C:32]4[CH:33]=[CH:34][C:35]([C:38]5[CH:43]=[CH:42][CH:41]=[CH:40][C:39]=5[C:44]5[NH:3][C:4](=[O:7])[O:5][N:45]=5)=[CH:36][CH:37]=4)=[C:27]([CH2:46][CH2:47][CH3:48])[N:26]=[C:25]3[CH3:49])=[CH:22][CH:23]=2)[CH2:15][CH2:14]1. The yield is 0.810. (7) The reactants are [Cl:1][C:2]1[CH:3]=[N:4][N:5]([CH3:16])[C:6]=1[C:7]1[CH:8]=[C:9]([C:13]([OH:15])=O)[O:10][C:11]=1[CH3:12].[NH2:17][C@@H:18]([CH2:31][C:32]1[CH:37]=[CH:36][CH:35]=[C:34]([F:38])[CH:33]=1)[CH2:19][N:20]1[C:28](=[O:29])[C:27]2[C:22](=[CH:23][CH:24]=[CH:25][CH:26]=2)[C:21]1=[O:30].CC(OC(N[C@H](C(O)=O)CC1C=CC=CC=1C(F)(F)F)=O)(C)C.C1CN([P+](Br)(N2CCCC2)N2CCCC2)CC1.F[P-](F)(F)(F)(F)F.CCN(C(C)C)C(C)C. The catalyst is C(Cl)(Cl)Cl. The product is [Cl:1][C:2]1[CH:3]=[N:4][N:5]([CH3:16])[C:6]=1[C:7]1[CH:8]=[C:9]([C:13]([NH:17][C@@H:18]([CH2:31][C:32]2[CH:37]=[CH:36][CH:35]=[C:34]([F:38])[CH:33]=2)[CH2:19][N:20]2[C:28](=[O:29])[C:27]3[C:22](=[CH:23][CH:24]=[CH:25][CH:26]=3)[C:21]2=[O:30])=[O:15])[O:10][C:11]=1[CH3:12]. The yield is 0.490. (8) The reactants are [H-].[H-].[H-].[H-].[Li+].[Al+3].[CH3:7][O:8][C:9]1[CH:18]=[C:17]2[C:12]([C:13](=[N:27]O)[CH:14]([C:19]3[CH:24]=[CH:23][C:22]([O:25][CH3:26])=[CH:21][CH:20]=3)[CH2:15][O:16]2)=[CH:11][CH:10]=1. The catalyst is CCOCC.C1COCC1. The product is [CH3:7][O:8][C:9]1[CH:10]=[CH:11][C:12]2[NH:27][CH2:13][CH:14]([C:19]3[CH:24]=[CH:23][C:22]([O:25][CH3:26])=[CH:21][CH:20]=3)[CH2:15][O:16][C:17]=2[CH:18]=1. The yield is 0.630. (9) The reactants are Br[CH2:2][C:3]1[CH:8]=[CH:7][C:6]([C:9]#[CH:10])=[CH:5][CH:4]=1.Cl.[CH:12]1([C@@H:16]([NH2:18])[CH3:17])[CH2:15][CH2:14][CH2:13]1.C([O-])([O-])=O.[K+].[K+]. The catalyst is CC#N. The product is [CH:12]1([C@@H:16]([NH:18][CH2:2][C:3]2[CH:8]=[CH:7][C:6]([C:9]#[CH:10])=[CH:5][CH:4]=2)[CH3:17])[CH2:15][CH2:14][CH2:13]1. The yield is 0.610. (10) The reactants are C1C[O:4][CH2:3]C1.C(N1C=CN=C1)(N1C=CN=C1)=O.[Cl:18][C:19]1[CH:24]=[CH:23][C:22]([C:25]2[C:30]([C:31]3[CH:36]=[CH:35][C:34]([Cl:37])=[CH:33][CH:32]=3)=[CH:29][N:28]=[N:27][C:26]=2[NH:38][NH2:39])=[CH:21][CH:20]=1. The catalyst is O. The product is [Cl:37][C:34]1[CH:35]=[CH:36][C:31]([C:30]2[CH:29]=[N:28][N:27]3[C:3](=[O:4])[NH:39][N:38]=[C:26]3[C:25]=2[C:22]2[CH:21]=[CH:20][C:19]([Cl:18])=[CH:24][CH:23]=2)=[CH:32][CH:33]=1. The yield is 1.00.